This data is from Forward reaction prediction with 1.9M reactions from USPTO patents (1976-2016). The task is: Predict the product of the given reaction. Given the reactants [NH2:1][C:2]1[CH:3]=[N:4][CH:5]=[CH:6][CH:7]=1.[O:8]1[CH2:13][CH2:12][N:11]([CH2:14][CH2:15][CH2:16][O:17][C:18]2[CH:19]=[C:20]([NH:24][C:25](=O)[O:26]C3C=CC([N+]([O-])=O)=CC=3)[CH:21]=[CH:22][CH:23]=2)[CH2:10][CH2:9]1, predict the reaction product. The product is: [O:8]1[CH2:13][CH2:12][N:11]([CH2:14][CH2:15][CH2:16][O:17][C:18]2[CH:19]=[C:20]([NH:24][C:25]([NH:1][C:2]3[CH:3]=[N:4][CH:5]=[CH:6][CH:7]=3)=[O:26])[CH:21]=[CH:22][CH:23]=2)[CH2:10][CH2:9]1.